From a dataset of Reaction yield outcomes from USPTO patents with 853,638 reactions. Predict the reaction yield, written as a fraction of the theoretical maximum amount of product (1.0 means a 100% yield; for example, 0.34 means a 34% yield). (1) The reactants are [NH2:1][C:2]1[N:7]=[CH:6][N:5]=[C:4]2[N:8]([C@@H:25]3[CH2:30][CH2:29][CH2:28][N:27](C(OC(C)(C)C)=O)[CH2:26]3)[N:9]=[C:10]([C:11]3[CH:16]=[CH:15][C:14]([O:17][C:18]4[CH:23]=[CH:22][CH:21]=[C:20]([F:24])[CH:19]=4)=[CH:13][CH:12]=3)[C:3]=12.FC(F)(F)C(O)=O. The catalyst is ClCCl. The product is [F:24][C:20]1[CH:19]=[C:18]([CH:23]=[CH:22][CH:21]=1)[O:17][C:14]1[CH:15]=[CH:16][C:11]([C:10]2[C:3]3[C:4](=[N:5][CH:6]=[N:7][C:2]=3[NH2:1])[N:8]([C@@H:25]3[CH2:30][CH2:29][CH2:28][NH:27][CH2:26]3)[N:9]=2)=[CH:12][CH:13]=1. The yield is 0.860. (2) The reactants are I.C[O:3][C:4]1[CH:24]=[CH:23][C:7]2[C:8]([C:11]3[CH:20]=[CH:19][C:18]4[C:13](=[CH:14][CH:15]=[C:16]([O:21]C)[CH:17]=4)[CH:12]=3)=[N:9][O:10][C:6]=2[CH:5]=1.C(O)(=O)C.C(OC(=O)C)(=O)C. The catalyst is O. The product is [OH:21][C:16]1[CH:17]=[C:18]2[C:13](=[CH:14][CH:15]=1)[CH:12]=[C:11]([C:8]1[C:7]3[CH:23]=[CH:24][C:4]([OH:3])=[CH:5][C:6]=3[O:10][N:9]=1)[CH:20]=[CH:19]2. The yield is 0.910.